From a dataset of Catalyst prediction with 721,799 reactions and 888 catalyst types from USPTO. Predict which catalyst facilitates the given reaction. (1) Reactant: [Cl:1][C:2]1[CH:3]=[C:4]([CH:9]2[C:18]3[C:13](=[CH:14][C:15](B4OC(C)(C)C(C)(C)O4)=[CH:16][CH:17]=3)[CH2:12][N:11]([S:28]([C:31]3[CH:36]=[CH:35][CH:34]=[CH:33][C:32]=3[N+:37]([O-:39])=[O:38])(=[O:30])=[O:29])[CH2:10]2)[CH:5]=[CH:6][C:7]=1[Cl:8].Br[C:41]1[N:42]=[CH:43][C:44]([NH2:47])=[N:45][CH:46]=1.C(=O)([O-])[O-].[Cs+].[Cs+]. Product: [Cl:1][C:2]1[CH:3]=[C:4]([CH:9]2[C:18]3[C:13](=[CH:14][C:15]([C:41]4[N:42]=[CH:43][C:44]([NH2:47])=[N:45][CH:46]=4)=[CH:16][CH:17]=3)[CH2:12][N:11]([S:28]([C:31]3[CH:36]=[CH:35][CH:34]=[CH:33][C:32]=3[N+:37]([O-:39])=[O:38])(=[O:29])=[O:30])[CH2:10]2)[CH:5]=[CH:6][C:7]=1[Cl:8]. The catalyst class is: 145. (2) Product: [CH3:1][O:2][CH2:3][C:4]1[CH:5]=[C:6]2[C:10](=[CH:11][CH:12]=1)[CH2:9][NH:8][CH2:7]2. Reactant: [CH3:1][O:2][CH2:3][C:4]1[CH:5]=[C:6]2[C:10](=[CH:11][CH:12]=1)[CH2:9][N:8](S(C1C=CC(C)=CC=1)(=O)=O)[CH2:7]2.CCN(CC)CC. The catalyst class is: 5.